Dataset: Forward reaction prediction with 1.9M reactions from USPTO patents (1976-2016). Task: Predict the product of the given reaction. (1) Given the reactants [CH3:1][C:2]1[CH:3]=[C:4]([C:9]2[C:14]([CH:15]([CH2:20][CH2:21][CH3:22])[C:16]([O:18]C)=[O:17])=[C:13]([CH3:23])[N:12]=[C:11]([C:24]3[CH:29]=[CH:28][CH:27]=[CH:26][CH:25]=3)[N:10]=2)[CH:5]=[CH:6][C:7]=1[CH3:8].[OH-].[Na+], predict the reaction product. The product is: [CH3:1][C:2]1[CH:3]=[C:4]([C:9]2[C:14]([CH:15]([CH2:20][CH2:21][CH3:22])[C:16]([OH:18])=[O:17])=[C:13]([CH3:23])[N:12]=[C:11]([C:24]3[CH:25]=[CH:26][CH:27]=[CH:28][CH:29]=3)[N:10]=2)[CH:5]=[CH:6][C:7]=1[CH3:8]. (2) Given the reactants [CH3:1][C:2]([CH3:8])([CH2:5][CH:6]=[CH2:7])[CH2:3][OH:4].[CH3:9][C:10]1([CH3:19])[C:14]([CH3:16])([CH3:15])[O:13][B:12](C=C)[O:11]1, predict the reaction product. The product is: [CH3:1][C:2]([CH3:8])([CH2:5]/[CH:6]=[CH:7]/[B:12]1[O:13][C:14]([CH3:16])([CH3:15])[C:10]([CH3:19])([CH3:9])[O:11]1)[CH2:3][OH:4]. (3) Given the reactants [Br:1][C:2]1[CH:3]=[CH:4][C:5]([O:17][CH2:18][CH:19]([CH3:21])[CH3:20])=[C:6]([C:8](=O)[CH2:9][CH2:10][CH:11]2OCCO2)[CH:7]=1.[NH2:22][C:23]1[CH:24]=[C:25]([C:29]([F:32])=[CH:30][CH:31]=1)[C:26]([OH:28])=[O:27].CC1C=CC(S(O)(=O)=O)=CC=1.Cl, predict the reaction product. The product is: [Br:1][C:2]1[CH:3]=[CH:4][C:5]([O:17][CH2:18][CH:19]([CH3:20])[CH3:21])=[C:6]([C:8]2[N:22]([C:23]3[CH:24]=[C:25]([C:29]([F:32])=[CH:30][CH:31]=3)[C:26]([OH:28])=[O:27])[CH:11]=[CH:10][CH:9]=2)[CH:7]=1. (4) The product is: [CH:14]1([N:17]([CH:11]([C:2]2[CH:3]=[CH:4][C:5]3[C:10](=[CH:9][CH:8]=[CH:7][CH:6]=3)[CH:1]=2)[CH3:12])[S:18]([C:21]2[CH:26]=[CH:25][CH:24]=[CH:23][C:22]=2[N+:27]([O-:29])=[O:28])(=[O:20])=[O:19])[CH2:16][CH2:15]1. Given the reactants [CH:1]1[C:10]2[C:5](=[CH:6][CH:7]=[CH:8][CH:9]=2)[CH:4]=[CH:3][C:2]=1[CH:11](O)[CH3:12].[CH:14]1([NH:17][S:18]([C:21]2[CH:26]=[CH:25][CH:24]=[CH:23][C:22]=2[N+:27]([O-:29])=[O:28])(=[O:20])=[O:19])[CH2:16][CH2:15]1.C1(P(C2C=CC=CC=2)C2C=CC=CC=2)C=CC=CC=1.N(C(OC(C)C)=O)=NC(OC(C)C)=O, predict the reaction product. (5) Given the reactants [C:1]1([CH2:7][O:8][C:9](=[O:34])[NH:10][C@H:11]2[CH2:16][CH2:15][C@@H:14]([CH3:17])[N:13]([C:18]3[CH:23]=[C:22]([C:24]4[CH:29]=[CH:28][C:27]([C:30]#[N:31])=[C:26](F)[CH:25]=4)[N:21]=[C:20]([NH2:33])[N:19]=3)[CH2:12]2)[CH:6]=[CH:5][CH:4]=[CH:3][CH:2]=1.[NH2:35][NH2:36], predict the reaction product. The product is: [C:1]1([CH2:7][O:8][C:9](=[O:34])[NH:10][C@H:11]2[CH2:16][CH2:15][C@@H:14]([CH3:17])[N:13]([C:18]3[CH:23]=[C:22]([C:24]4[CH:25]=[C:26]5[C:27]([C:30]([NH2:31])=[N:35][NH:36]5)=[CH:28][CH:29]=4)[N:21]=[C:20]([NH2:33])[N:19]=3)[CH2:12]2)[CH:2]=[CH:3][CH:4]=[CH:5][CH:6]=1. (6) Given the reactants [CH2:1]([O:8][C:9]1[CH:14]=[CH:13][C:12]([CH2:15][CH2:16][C:17]([OH:19])=O)=[CH:11][CH:10]=1)[C:2]1[CH:7]=[CH:6][CH:5]=[CH:4][CH:3]=1.CN(C(ON1N=NC2C=CC=NC1=2)=[N+](C)C)C.F[P-](F)(F)(F)(F)F.CN1CCOCC1.[C:51]([O:55][C:56](=[O:77])[NH:57][C@H:58]([CH2:64][NH:65][C:66]([C:68]1[C:73]([NH2:74])=[N:72][C:71]([NH2:75])=[C:70]([Cl:76])[N:69]=1)=[O:67])[CH2:59][CH2:60][CH2:61][CH2:62][NH2:63])([CH3:54])([CH3:53])[CH3:52], predict the reaction product. The product is: [C:51]([O:55][C:56](=[O:77])[NH:57][C@H:58]([CH2:64][NH:65][C:66]([C:68]1[C:73]([NH2:74])=[N:72][C:71]([NH2:75])=[C:70]([Cl:76])[N:69]=1)=[O:67])[CH2:59][CH2:60][CH2:61][CH2:62][NH:63][C:17](=[O:19])[CH2:16][CH2:15][C:12]1[CH:11]=[CH:10][C:9]([O:8][CH2:1][C:2]2[CH:3]=[CH:4][CH:5]=[CH:6][CH:7]=2)=[CH:14][CH:13]=1)([CH3:54])([CH3:52])[CH3:53]. (7) Given the reactants [CH:1]1([NH:6][C:7]2[CH:12]=[C:11]([C:13]3[S:17][C:16]([NH2:18])=[N:15][C:14]=3[C:19]3[CH:24]=[CH:23][CH:22]=[C:21]([CH3:25])[CH:20]=3)[CH:10]=[CH:9][N:8]=2)[CH2:5][CH2:4][CH2:3][CH2:2]1.[C:26]1([N:32]=[C:33]=[O:34])[CH:31]=[CH:30][CH:29]=[CH:28][CH:27]=1.C(=O)([O-])O.[Na+], predict the reaction product. The product is: [CH:1]1([NH:6][C:7]2[CH:12]=[C:11]([C:13]3[S:17][C:16]([NH:18][C:33]([NH:32][C:26]4[CH:31]=[CH:30][CH:29]=[CH:28][CH:27]=4)=[O:34])=[N:15][C:14]=3[C:19]3[CH:24]=[CH:23][CH:22]=[C:21]([CH3:25])[CH:20]=3)[CH:10]=[CH:9][N:8]=2)[CH2:5][CH2:4][CH2:3][CH2:2]1.